Dataset: CYP1A2 inhibition data for predicting drug metabolism from PubChem BioAssay. Task: Regression/Classification. Given a drug SMILES string, predict its absorption, distribution, metabolism, or excretion properties. Task type varies by dataset: regression for continuous measurements (e.g., permeability, clearance, half-life) or binary classification for categorical outcomes (e.g., BBB penetration, CYP inhibition). Dataset: cyp1a2_veith. (1) The drug is COc1cccc([C@@H]2Oc3ccc(Br)cc3C(=O)[C@H]2O)c1. The result is 0 (non-inhibitor). (2) The drug is C=CCC(C(=O)OC)(C(=O)OC)c1ccc([N+](=O)[O-])cn1. The result is 0 (non-inhibitor). (3) The compound is N#Cc1cccc(-c2cncnc2NCc2ccccc2)c1. The result is 1 (inhibitor). (4) The compound is O=C(Nc1ccc(Cl)cc1)Nc1nc(-c2sccc2Br)cs1. The result is 1 (inhibitor). (5) The molecule is Cc1ccc(S(=O)(=O)N(CC(=O)NCCC2=CCCCC2)Cc2ccccc2F)cc1. The result is 0 (non-inhibitor). (6) The molecule is Clc1cc2c(c(CSC3=NCN(CC4CC4)CN3)c1)OCOC2. The result is 1 (inhibitor).